From a dataset of Catalyst prediction with 721,799 reactions and 888 catalyst types from USPTO. Predict which catalyst facilitates the given reaction. (1) Reactant: F[P-](F)(F)(F)(F)F.N1(C=[N+]2CCCC2)CCCC1.CC(C)([O-])C.[K+].[C:25]([O:29][C:30]([N:32]1[C:36](=[O:37])[CH2:35][CH2:34][C@H:33]1CC1C=CC(C2C=CC=CC=2)=CC=1)=[O:31])([CH3:28])([CH3:27])[CH3:26]. Product: [C:25]([O:29][C:30]([N:32]1[CH2:33][CH2:34][CH2:35][C:36]1=[O:37])=[O:31])([CH3:28])([CH3:26])[CH3:27]. The catalyst class is: 1. (2) Reactant: Cl[C:2]1[CH:7]=[CH:6][C:5]([N+:8]([O-:10])=[O:9])=[CH:4][N:3]=1.[NH2:11][CH2:12][C:13]1[CH:18]=[CH:17][C:16]([C:19]2[C:20]([C:26]([O:28][CH3:29])=[O:27])=[C:21]([F:25])[CH:22]=[CH:23][CH:24]=2)=[CH:15][C:14]=1[F:30].C(N(CC)CC)C. Product: [F:25][C:21]1[CH:22]=[CH:23][CH:24]=[C:19]([C:16]2[CH:17]=[CH:18][C:13]([CH2:12][NH:11][C:2]3[CH:7]=[CH:6][C:5]([N+:8]([O-:10])=[O:9])=[CH:4][N:3]=3)=[C:14]([F:30])[CH:15]=2)[C:20]=1[C:26]([O:28][CH3:29])=[O:27]. The catalyst class is: 5. (3) Reactant: [F:1][C:2]([F:32])([F:31])[C:3]1[CH:26]=[C:25]([C:27]([F:30])([F:29])[F:28])[CH:24]=[CH:23][C:4]=1[CH2:5][O:6][C:7]1[CH:14]=[CH:13][C:10]([CH:11]=O)=[CH:9][C:8]=1[O:15][CH2:16][CH:17]1[CH2:22][CH2:21][CH2:20][CH2:19][CH2:18]1.[CH3:33][NH:34][C:35]1[CH2:39][S:38][C:37](=[O:40])[N:36]=1.CC(C)([O-])C.[K+].O. Product: [F:1][C:2]([F:31])([F:32])[C:3]1[CH:26]=[C:25]([C:27]([F:30])([F:29])[F:28])[CH:24]=[CH:23][C:4]=1[CH2:5][O:6][C:7]1[CH:14]=[CH:13][C:10](/[CH:11]=[C:39]2/[C:35]([NH:34][CH3:33])=[N:36][C:37](=[O:40])[S:38]/2)=[CH:9][C:8]=1[O:15][CH2:16][CH:17]1[CH2:18][CH2:19][CH2:20][CH2:21][CH2:22]1. The catalyst class is: 8. (4) Reactant: Cl.[C:2](Cl)(=[O:9])[C:3]1[CH:8]=[CH:7][N:6]=[CH:5][CH:4]=1.C(N(CC)CC)C.ClCCl.[F:21][C:22]([F:31])([F:30])[C:23]1[CH:24]=[C:25]([CH:27]=[CH:28][CH:29]=1)[NH2:26]. Product: [F:21][C:22]([F:30])([F:31])[C:23]1[CH:24]=[C:25]([NH:26][C:2](=[O:9])[C:3]2[CH:8]=[CH:7][N:6]=[CH:5][CH:4]=2)[CH:27]=[CH:28][CH:29]=1. The catalyst class is: 6.